Predict the product of the given reaction. From a dataset of Forward reaction prediction with 1.9M reactions from USPTO patents (1976-2016). (1) Given the reactants [C:1]1([CH2:7][C:8]([O:10]C2CCCCO2)=[O:9])[CH:6]=[CH:5][CH:4]=[CH:3][CH:2]=1.BrCCCCCBr.[H-].[Na+].Cl, predict the reaction product. The product is: [C:1]1([CH2:7][C:8]([OH:10])=[O:9])[CH:6]=[CH:5][CH:4]=[CH:3][CH:2]=1. (2) Given the reactants C(OC(=O)[NH:7][C:8]1[CH:9]=[N:10][N:11]([C:13]2[CH:18]=[CH:17][CH:16]=[CH:15][N:14]=2)[CH:12]=1)(C)(C)C.Cl.[OH-].[Na+], predict the reaction product. The product is: [N:14]1[CH:15]=[CH:16][CH:17]=[CH:18][C:13]=1[N:11]1[CH:12]=[C:8]([NH2:7])[CH:9]=[N:10]1.